From a dataset of Reaction yield outcomes from USPTO patents with 853,638 reactions. Predict the reaction yield, written as a fraction of the theoretical maximum amount of product (1.0 means a 100% yield; for example, 0.34 means a 34% yield). (1) The reactants are [CH3:1][C:2]1[O:6][N:5]=[C:4]([C:7]2[CH:12]=[CH:11][CH:10]=[CH:9][CH:8]=2)[C:3]=1[CH2:13][O:14][C:15]1[CH:23]=[CH:22][C:18]([C:19]([OH:21])=O)=[CH:17][N:16]=1.OC(C(F)(F)F)=O.[NH2:31][CH2:32][C:33]1[O:37][N:36]=[C:35]([CH:38]([CH3:40])[CH3:39])[CH:34]=1. No catalyst specified. The product is [CH:38]([C:35]1[CH:34]=[C:33]([CH2:32][NH:31][C:19](=[O:21])[C:18]2[CH:22]=[CH:23][C:15]([O:14][CH2:13][C:3]3[C:4]([C:7]4[CH:8]=[CH:9][CH:10]=[CH:11][CH:12]=4)=[N:5][O:6][C:2]=3[CH3:1])=[N:16][CH:17]=2)[O:37][N:36]=1)([CH3:40])[CH3:39]. The yield is 0.810. (2) The reactants are [C:1]([C:3]1[CH:8]=[CH:7][C:6]([OH:9])=[CH:5][CH:4]=1)#[N:2].[ClH:10].O1CCOCC1.[NH:17]1[CH2:21][CH2:20][CH2:19][CH2:18]1. The catalyst is C(O)C. The product is [ClH:10].[NH:2]=[C:1]([N:17]1[CH2:21][CH2:20][CH2:19][CH2:18]1)[C:3]1[CH:8]=[CH:7][C:6]([OH:9])=[CH:5][CH:4]=1. The yield is 0.950. (3) The reactants are Cl[C:2]1[N:7]=[CH:6][N:5]=[C:4]([NH:8][C@H:9]([C:17]([O:19][CH3:20])=[O:18])[CH2:10][C:11]2[CH:16]=[CH:15][CH:14]=[CH:13][CH:12]=2)[CH:3]=1.C(=O)([O-])[O-].[Na+].[Na+].[CH:27]([C:29]1[CH:34]=[CH:33][C:32](B(O)O)=[CH:31][CH:30]=1)=[O:28]. The catalyst is C1C=CC=CC=1.C(O)C.O.C1C=CC([P]([Pd]([P](C2C=CC=CC=2)(C2C=CC=CC=2)C2C=CC=CC=2)([P](C2C=CC=CC=2)(C2C=CC=CC=2)C2C=CC=CC=2)[P](C2C=CC=CC=2)(C2C=CC=CC=2)C2C=CC=CC=2)(C2C=CC=CC=2)C2C=CC=CC=2)=CC=1. The product is [CH:27]([C:29]1[CH:34]=[CH:33][C:32]([C:2]2[N:7]=[CH:6][N:5]=[C:4]([NH:8][C@H:9]([C:17]([O:19][CH3:20])=[O:18])[CH2:10][C:11]3[CH:16]=[CH:15][CH:14]=[CH:13][CH:12]=3)[CH:3]=2)=[CH:31][CH:30]=1)=[O:28]. The yield is 0.930. (4) The reactants are [Cl:1][C:2]1[C:7]([C:8]([F:11])([F:10])[F:9])=[CH:6][CH:5]=[CH:4][C:3]=1OS(C(F)(F)F)(=O)=O.[C:20]([N:27]1[CH2:32][CH2:31][NH:30][CH2:29][CH2:28]1)([O:22][C:23]([CH3:26])([CH3:25])[CH3:24])=[O:21].CC(C)([O-])C.[Na+]. The catalyst is C1(C)C=CC=CC=1.C1C=CC(/C=C/C(/C=C/C2C=CC=CC=2)=O)=CC=1.C1C=CC(/C=C/C(/C=C/C2C=CC=CC=2)=O)=CC=1.C1C=CC(/C=C/C(/C=C/C2C=CC=CC=2)=O)=CC=1.[Pd].[Pd]. The product is [C:23]([O:22][C:20]([N:27]1[CH2:32][CH2:31][N:30]([C:3]2[CH:4]=[CH:5][CH:6]=[C:7]([C:8]([F:11])([F:10])[F:9])[C:2]=2[Cl:1])[CH2:29][CH2:28]1)=[O:21])([CH3:26])([CH3:24])[CH3:25]. The yield is 0.420. (5) The reactants are O(C1C=CC(CCCCN)=CC=1)CCOCCOC.[O:20]([C:34]1[CH:39]=[CH:38][C:37]([CH:40](C(OCC2C=CC=CC=2)=O)[CH2:41][CH2:42][CH2:43][NH2:44])=[CH:36][CH:35]=1)[CH2:21][CH2:22][O:23][CH2:24][CH2:25][O:26][CH2:27][CH2:28][O:29][CH2:30][CH2:31][O:32][CH3:33]. No catalyst specified. The product is [O:20]([C:34]1[CH:39]=[CH:38][C:37]([CH2:40][CH2:41][CH2:42][CH2:43][NH2:44])=[CH:36][CH:35]=1)[CH2:21][CH2:22][O:23][CH2:24][CH2:25][O:26][CH2:27][CH2:28][O:29][CH2:30][CH2:31][O:32][CH3:33]. The yield is 0.950. (6) The reactants are [C:1]([N:8]1[CH2:12][C@@H:11]([NH2:13])[CH2:10][C@H:9]1[C:14]([N:16]([CH3:18])[CH3:17])=[O:15])([O:3][C:4]([CH3:7])([CH3:6])[CH3:5])=[O:2].CC(C)([O-])C.[Na+].C(P(C(C)(C)C)C1C=CC=CC=1C1C=CC=CC=1)(C)(C)C.Br[C:47]1[CH:52]=[CH:51][C:50]([F:53])=[CH:49][C:48]=1[F:54]. The catalyst is C1(C)C=CC=CC=1.C1C=CC(/C=C/C(/C=C/C2C=CC=CC=2)=O)=CC=1.C1C=CC(/C=C/C(/C=C/C2C=CC=CC=2)=O)=CC=1.C1C=CC(/C=C/C(/C=C/C2C=CC=CC=2)=O)=CC=1.[Pd].[Pd]. The product is [C:1]([N:8]1[CH2:12][C@@H:11]([NH:13][C:47]2[CH:52]=[CH:51][C:50]([F:53])=[CH:49][C:48]=2[F:54])[CH2:10][C@H:9]1[C:14]([N:16]([CH3:18])[CH3:17])=[O:15])([O:3][C:4]([CH3:7])([CH3:6])[CH3:5])=[O:2]. The yield is 0.780. (7) The reactants are [N+:1]([C:4]1[CH:9]=[CH:8][C:7]([N:10]2[CH2:15][CH2:14][N:13]([CH2:16][CH2:17][NH2:18])[CH2:12][CH2:11]2)=[CH:6][CH:5]=1)([O-:3])=[O:2].[C:19]1([N:25]2[C:29]([C:30]3[CH:35]=[CH:34][CH:33]=[CH:32][CH:31]=3)=[CH:28][C:27]([CH:36]=O)=[N:26]2)[CH:24]=[CH:23][CH:22]=[CH:21][CH:20]=1. No catalyst specified. The product is [C:19]1([N:25]2[C:29]([C:30]3[CH:35]=[CH:34][CH:33]=[CH:32][CH:31]=3)=[CH:28][C:27]([CH2:36][NH:18][CH2:17][CH2:16][N:13]3[CH2:12][CH2:11][N:10]([C:7]4[CH:6]=[CH:5][C:4]([N+:1]([O-:3])=[O:2])=[CH:9][CH:8]=4)[CH2:15][CH2:14]3)=[N:26]2)[CH:24]=[CH:23][CH:22]=[CH:21][CH:20]=1. The yield is 0.685. (8) The reactants are [C:1]1([CH3:22])[CH:6]=[CH:5][CH:4]=[C:3]([NH:7][C:8]2[N:13]=[C:12]([C:14]3[S:18][C:17](C(O)=O)=[CH:16][CH:15]=3)[CH:11]=[CH:10][N:9]=2)[CH:2]=1.C1(P(N=[N+]=[N-])(C2C=CC=CC=2)=[O:30])C=CC=CC=1.C([N:42]([CH2:45]C)CC)C.[CH3:47][C:48]([OH:51])([CH3:50])[CH3:49]. No catalyst specified. The product is [C:48]([O:51][C:45](=[O:30])[NH:42][C:17]1[S:18][C:14]([C:12]2[CH:11]=[CH:10][N:9]=[C:8]([NH:7][C:3]3[CH:2]=[C:1]([CH3:22])[CH:6]=[CH:5][CH:4]=3)[N:13]=2)=[CH:15][CH:16]=1)([CH3:50])([CH3:49])[CH3:47]. The yield is 0.411. (9) The reactants are C[O:2][C:3](=[O:72])[CH2:4][NH:5][C:6](=[O:71])[C@H:7]([NH:11][C:12](=[O:70])[C@H:13]([NH:35][C:36](=[O:69])[C@H:37]([NH:39][C:40](=[O:68])[CH2:41][C@H:42]([OH:67])/[CH:43]=[CH:44]/[CH2:45][CH2:46][S:47][C:48]([C:61]1[CH:66]=[CH:65][CH:64]=[CH:63][CH:62]=1)([C:55]1[CH:60]=[CH:59][CH:58]=[CH:57][CH:56]=1)[C:49]1[CH:54]=[CH:53][CH:52]=[CH:51][CH:50]=1)[CH3:38])[CH2:14][S:15][C:16]([C:29]1[CH:34]=[CH:33][CH:32]=[CH:31][CH:30]=1)([C:23]1[CH:28]=[CH:27][CH:26]=[CH:25][CH:24]=1)[C:17]1[CH:22]=[CH:21][CH:20]=[CH:19][CH:18]=1)[CH:8]([CH3:10])[CH3:9].[Li+].[OH-].OS([O-])(=O)=O.[K+]. The catalyst is C1COCC1.O. The product is [OH:67][C@H:42](/[CH:43]=[CH:44]/[CH2:45][CH2:46][S:47][C:48]([C:55]1[CH:56]=[CH:57][CH:58]=[CH:59][CH:60]=1)([C:61]1[CH:66]=[CH:65][CH:64]=[CH:63][CH:62]=1)[C:49]1[CH:54]=[CH:53][CH:52]=[CH:51][CH:50]=1)[CH2:41][C:40]([NH:39][C@H:37]([CH3:38])[C:36]([NH:35][C@H:13]([CH2:14][S:15][C:16]([C:17]1[CH:18]=[CH:19][CH:20]=[CH:21][CH:22]=1)([C:23]1[CH:24]=[CH:25][CH:26]=[CH:27][CH:28]=1)[C:29]1[CH:34]=[CH:33][CH:32]=[CH:31][CH:30]=1)[C:12]([NH:11][C@H:7]([CH:8]([CH3:9])[CH3:10])[C:6]([NH:5][CH2:4][C:3]([OH:72])=[O:2])=[O:71])=[O:70])=[O:69])=[O:68]. The yield is 0.990. (10) The reactants are Cl.Cl.[NH2:3][CH2:4][C@@H:5]([C:7]1[CH:8]=[N:9][CH:10]=[CH:11][CH:12]=1)[OH:6].[H-].[Na+].[O:15]1[C:19]2[CH:20]=[CH:21][CH:22]=[CH:23][C:18]=2[CH:17]=[C:16]1[C:24]1[N:28]2[N:29]=[C:30](Cl)[CH:31]=[CH:32][C:27]2=[N:26][CH:25]=1. The catalyst is CN(C=O)C. The product is [O:15]1[C:19]2[CH:20]=[CH:21][CH:22]=[CH:23][C:18]=2[CH:17]=[C:16]1[C:24]1[N:28]2[N:29]=[C:30]([O:6][C@H:5]([C:7]3[CH:8]=[N:9][CH:10]=[CH:11][CH:12]=3)[CH2:4][NH2:3])[CH:31]=[CH:32][C:27]2=[N:26][CH:25]=1. The yield is 0.680.